The task is: Predict the reaction yield, written as a fraction of the theoretical maximum amount of product (1.0 means a 100% yield; for example, 0.34 means a 34% yield).. This data is from Reaction yield outcomes from USPTO patents with 853,638 reactions. The catalyst is C1(C)C=CC=CC=1.CCO.CCOC(C)=O. The reactants are [C:1]([O:5][C:6]([N:8]1[CH2:13][CH2:12][N:11]([C:14]2[CH:19]=[CH:18][C:17]([C:20]([O:22][CH2:23][CH3:24])=[O:21])=[C:16](Cl)[N:15]=2)[CH2:10][CH2:9]1)=[O:7])([CH3:4])([CH3:3])[CH3:2].[F:26][C:27]1[CH:32]=[C:31](B(O)O)[CH:30]=[CH:29][N:28]=1.C([O-])([O-])=O.[Na+].[Na+]. The product is [CH2:23]([O:22][C:20]([C:17]1[C:16]([C:31]2[CH:30]=[CH:29][N:28]=[C:27]([F:26])[CH:32]=2)=[N:15][C:14]([N:11]2[CH2:12][CH2:13][N:8]([C:6]([O:5][C:1]([CH3:4])([CH3:3])[CH3:2])=[O:7])[CH2:9][CH2:10]2)=[CH:19][CH:18]=1)=[O:21])[CH3:24]. The yield is 0.760.